This data is from Catalyst prediction with 721,799 reactions and 888 catalyst types from USPTO. The task is: Predict which catalyst facilitates the given reaction. (1) Reactant: [ClH:1].C(OC([N:9]1[C@@H:18]2[C@@H:13]([C:14]3[C:22]([O:23][C:24]4[N:25]=[N:26][C:27]([CH3:30])=[CH:28][CH:29]=4)=[CH:21][CH:20]=[CH:19][C:15]=3[CH2:16][CH2:17]2)[CH2:12][CH2:11][CH2:10]1)=O)(C)(C)C. Product: [CH3:30][C:27]1[N:26]=[N:25][C:24]([O:23][C:22]2[C:14]3[C@@H:13]4[C@H:18]([CH2:17][CH2:16][C:15]=3[CH:19]=[CH:20][CH:21]=2)[NH:9][CH2:10][CH2:11][CH2:12]4)=[CH:29][CH:28]=1.[ClH:1]. The catalyst class is: 4. (2) Reactant: C(OC([C:6]1[NH:7][CH:8]=[C:9]2[C:14]=1[CH:13]1[CH2:15][CH2:16][CH:10]2[CH:11]=[CH:12]1)=O)C.[OH-].[Na+]. Product: [CH:6]1[NH:7][CH:8]=[C:9]2[C:14]=1[CH:13]1[CH2:15][CH2:16][CH:10]2[CH:11]=[CH:12]1. The catalyst class is: 196.